Dataset: Full USPTO retrosynthesis dataset with 1.9M reactions from patents (1976-2016). Task: Predict the reactants needed to synthesize the given product. (1) Given the product [CH3:20][CH:19]1[NH:8][CH2:9][CH2:10][N:11]2[N:12]=[N:13][CH:14]=[C:15]12, predict the reactants needed to synthesize it. The reactants are: C([N:8]([CH2:19][C:20]1C=CC=CC=1)[CH2:9][CH2:10][N:11]1[C:15](C(=O)C)=[CH:14][N:13]=[N:12]1)C1C=CC=CC=1. (2) Given the product [N:3]1([CH2:33][C:30]2[O:31][CH:32]=[C:28]([C:26]([NH:25][C@@H:23]([CH3:24])[CH2:22][N:19]3[CH:20]=[CH:21][C:17]([C:11]4[CH:12]=[CH:13][C:14]([C:15]#[N:16])=[C:9]([Cl:8])[CH:10]=4)=[N:18]3)=[O:27])[N:29]=2)[CH:7]=[CH:6][N:5]=[CH:4]1, predict the reactants needed to synthesize it. The reactants are: [H-].[Na+].[NH:3]1[CH:7]=[CH:6][N:5]=[CH:4]1.[Cl:8][C:9]1[CH:10]=[C:11]([C:17]2[CH:21]=[CH:20][N:19]([CH2:22][C@@H:23]([NH:25][C:26]([C:28]3[N:29]=[C:30]([CH2:33]Cl)[O:31][CH:32]=3)=[O:27])[CH3:24])[N:18]=2)[CH:12]=[CH:13][C:14]=1[C:15]#[N:16]. (3) The reactants are: [Br:1][C:2]1[CH:11]=[CH:10][C:9]2[O:8][C@@:7]3([CH3:16])[CH2:12][CH2:13][O:14][CH2:15][C@H:6]3[C:5](=[O:17])[C:4]=2[CH:3]=1.C[Si]([N-][Si](C)(C)C)(C)C.[Li+].OC1C=CC=CC=1C(OCC)=O. Given the product [Br:1][C:2]1[CH:11]=[CH:10][C:9]2[O:8][C:7]3([CH3:16])[CH2:12][CH2:13][O:14][CH2:15][CH:6]3[C:5](=[O:17])[C:4]=2[CH:3]=1, predict the reactants needed to synthesize it. (4) Given the product [CH2:14]([O:13][C:12]1[C:11](=[O:21])[N:10]=[C:9]([CH2:22][C:23]2([C:28]3[CH:29]=[CH:30][CH:31]=[CH:32][CH:33]=3)[CH2:24][CH2:25][CH2:26][CH2:27]2)[N:8]2[CH2:2][CH2:3][N:4]([CH3:34])[C:5](=[O:6])[C:7]=12)[C:15]1[CH:16]=[CH:17][CH:18]=[CH:19][CH:20]=1, predict the reactants needed to synthesize it. The reactants are: O[CH2:2][CH2:3][N:4]([CH3:34])[C:5]([C:7]1[C:12]([O:13][CH2:14][C:15]2[CH:20]=[CH:19][CH:18]=[CH:17][CH:16]=2)=[C:11]([OH:21])[N:10]=[C:9]([CH2:22][C:23]2([C:28]3[CH:33]=[CH:32][CH:31]=[CH:30][CH:29]=3)[CH2:27][CH2:26][CH2:25][CH2:24]2)[N:8]=1)=[O:6].C(OC1C(=O)N=C(CC2C=CC=CC=2C2C=CC=CC=2)N2CCN(C)C(=O)C=12)C1C=CC=CC=1. (5) Given the product [C:1]([C:3]1[CH:4]=[C:5]2[C:13](=[CH:14][CH:15]=1)[N:12]([CH2:23][C:24]1[CH:29]=[CH:28][CH:27]=[C:26]([F:30])[N:25]=1)[C:11]1[CH2:10][CH2:9][CH:8]([NH:16][C:17]([CH:19]3[CH2:21][CH2:20]3)=[O:18])[CH2:7][C:6]2=1)#[N:2], predict the reactants needed to synthesize it. The reactants are: [C:1]([C:3]1[CH:4]=[C:5]2[C:13](=[CH:14][CH:15]=1)[NH:12][C:11]1[CH2:10][CH2:9][CH:8]([NH:16][C:17]([CH:19]3[CH2:21][CH2:20]3)=[O:18])[CH2:7][C:6]2=1)#[N:2].Br[CH2:23][C:24]1[CH:29]=[CH:28][CH:27]=[C:26]([F:30])[N:25]=1. (6) Given the product [C:1]([O:9][CH:10]([CH3:15])[CH3:11])(=[O:8])[CH3:2].[C:1]([O:9][CH3:10])(=[O:8])[CH:2]([CH3:7])[CH3:3], predict the reactants needed to synthesize it. The reactants are: [C:1]([O:9][C:10]1[CH:15]=CC(C)=C[CH:11]=1)(=[O:8])[C:2]1[CH:7]=CC=C[CH:3]=1.BrBr.OO.CCCCCC.C1C=CC=CC=1. (7) Given the product [Cl:10][C:11]1[CH:16]=[CH:15][C:14]([C:17]2[CH:18]=[CH:19][C:20]([C:23]#[C:24][C:25]3[CH:26]=[CH:27][C:28]([O:33][CH2:34][CH2:35][N:36]4[CH2:40][CH2:39][CH2:38][CH2:37]4)=[C:29]([CH:32]=3)[CH:30]=[N:1][OH:2])=[N:21][CH:22]=2)=[CH:13][CH:12]=1, predict the reactants needed to synthesize it. The reactants are: [NH2:1][OH:2].C(N(CC)CC)C.[Cl:10][C:11]1[CH:16]=[CH:15][C:14]([C:17]2[CH:18]=[CH:19][C:20]([C:23]#[C:24][C:25]3[CH:26]=[CH:27][C:28]([O:33][CH2:34][CH2:35][N:36]4[CH2:40][CH2:39][CH2:38][CH2:37]4)=[C:29]([CH:32]=3)[CH:30]=O)=[N:21][CH:22]=2)=[CH:13][CH:12]=1.C(#N)C.